This data is from Full USPTO retrosynthesis dataset with 1.9M reactions from patents (1976-2016). The task is: Predict the reactants needed to synthesize the given product. (1) Given the product [Br:55][C:56]1[CH:57]=[C:58]2[C:63](=[C:64]([CH:66]=[CH2:1])[CH:65]=1)[O:62][C:61]([CH3:69])([CH3:68])[CH2:60][C:59]2([CH3:71])[CH3:70], predict the reactants needed to synthesize it. The reactants are: [CH2:1]=P(C1C=CC=CC=1)(C1C=CC=CC=1)C1C=CC=CC=1.C(OC(=O)C1C=CC(C#CC2C=CC3C(NC4CC4)CCC(C)(C)C=3C=2)=CC=1)C.C([Li])CCC.[Br:55][C:56]1[CH:57]=[C:58]2[C:63](=[C:64]([CH:66]=O)[CH:65]=1)[O:62][C:61]([CH3:69])([CH3:68])[CH2:60][C:59]2([CH3:71])[CH3:70]. (2) Given the product [OH:51][C@H:5]([CH2:30][OH:32])[CH2:6][O:7][C:8]1[CH:13]=[CH:12][CH:11]=[CH:10][C:9]=1[CH2:14][CH2:15][CH2:16][CH2:17][NH2:18], predict the reactants needed to synthesize it. The reactants are: O[C@H]([C@H](O)CO)CN(C[C@H](O)[C@H](O)CO)[CH2:5][CH2:6][O:7][C:8]1[CH:13]=[CH:12][CH:11]=[CH:10][C:9]=1[CH2:14][CH2:15][CH2:16][CH2:17][NH2:18].[CH2:30]([OH:32])C.C(N(CC)CC)C.I.NC1C(C(NC(=N)SC)=[O:51])=NC(Cl)=C(N)N=1. (3) Given the product [Cl:1][C:2]1[CH:3]=[CH:4][C:5]2[N:11]3[C:12]([CH:15]4[CH2:16][CH2:17]4)=[N:13][N:14]=[C:10]3[C@@H:9]([CH2:18][CH2:19][C:20]([OH:36])=[O:33])[S:8][C@H:7]([C:22]3[CH:27]=[CH:26][CH:25]=[C:24]([O:28][CH3:29])[C:23]=3[O:30][CH3:31])[C:6]=2[CH:32]=1, predict the reactants needed to synthesize it. The reactants are: [Cl:1][C:2]1[CH:3]=[CH:4][C:5]2[N:11]3[C:12]([CH:15]4[CH2:17][CH2:16]4)=[N:13][N:14]=[C:10]3[C@@H:9]([CH2:18][CH2:19][C:20]#N)[S:8][C@H:7]([C:22]3[CH:27]=[CH:26][CH:25]=[C:24]([O:28][CH3:29])[C:23]=3[O:30][CH3:31])[C:6]=2[CH:32]=1.[OH-:33].[Na+].C[OH:36].Cl.